This data is from Retrosynthesis with 50K atom-mapped reactions and 10 reaction types from USPTO. The task is: Predict the reactants needed to synthesize the given product. (1) Given the product CNCc1c(F)c(-c2ccccc2)n(S(=O)(=O)c2ccccc2)c1Cl, predict the reactants needed to synthesize it. The reactants are: CN.O=Cc1c(F)c(-c2ccccc2)n(S(=O)(=O)c2ccccc2)c1Cl. (2) Given the product O=C(O)C(F)(F)F, predict the reactants needed to synthesize it. The reactants are: CC(C)(C)OC(=O)N1CC(F)(F)C[C@H]1Cn1nc(-c2ccc(Oc3ccccc3)cc2F)c2c(N)ncnc21. (3) Given the product CCN1C(=O)C2CCc3c(Br)ccc(OC)c3C2C1=O, predict the reactants needed to synthesize it. The reactants are: CCI.COc1ccc(Br)c2c1C1C(=O)NC(=O)C1CC2. (4) Given the product CCc1sc(C(=O)CCc2cc(C)c(CCCOS(C)(=O)=O)c(C)c2)c2c1CC(C)(C)CC2, predict the reactants needed to synthesize it. The reactants are: CCc1sc(C(=O)CCc2cc(C)c(CCCO)c(C)c2)c2c1CC(C)(C)CC2.CS(=O)(=O)Cl. (5) Given the product Nc1ncnc2c1c(-c1ccc(Oc3ccccc3)cc1)cn2C1CCC(O)C1, predict the reactants needed to synthesize it. The reactants are: Nc1ncnc2c1c(-c1ccc(Oc3ccccc3)cc1)cn2C1C=CC(O)C1. (6) Given the product O=C1CCCN1c1ccc(CNC23CC4CC(CC(C4)C2)C3)cc1, predict the reactants needed to synthesize it. The reactants are: NC12CC3CC(CC(C3)C1)C2.O=Cc1ccc(N2CCCC2=O)cc1.